From a dataset of Catalyst prediction with 721,799 reactions and 888 catalyst types from USPTO. Predict which catalyst facilitates the given reaction. (1) Reactant: [CH3:1][O:2][C:3]1[CH:4]=[C:5]([NH2:12])[CH:6]=[CH:7][C:8]=1[N+:9]([O-:11])=[O:10].O=[As](O[As](=O)=O)=O.O[CH2:21][CH:22]([CH2:24]O)O.S(=O)(=O)(O)O. Product: [CH3:1][O:2][C:3]1[CH:4]=[C:5]2[C:6]([CH:21]=[CH:22][CH:24]=[N:12]2)=[CH:7][C:8]=1[N+:9]([O-:11])=[O:10]. The catalyst class is: 6. (2) Reactant: Br[C:2]1[CH:7]=[CH:6][C:5]([C@H:8]([NH:16][C@H:17]([C:22]([NH:24][CH2:25][C:26]#[N:27])=[O:23])[CH2:18][CH:19]([CH3:21])[CH3:20])[C:9]([F:15])([F:14])[C:10]([F:13])([F:12])[F:11])=[CH:4][CH:3]=1.[N:28]1[CH:33]=[CH:32][C:31](B(O)O)=[CH:30][CH:29]=1.C([O-])([O-])=O.[Na+].[Na+]. Product: [C:26]([CH2:25][NH:24][C:22](=[O:23])[C@H:17]([CH2:18][CH:19]([CH3:21])[CH3:20])[NH:16][C@@H:8]([C:5]1[CH:6]=[CH:7][C:2]([C:31]2[CH:32]=[CH:33][N:28]=[CH:29][CH:30]=2)=[CH:3][CH:4]=1)[C:9]([F:15])([F:14])[C:10]([F:13])([F:12])[F:11])#[N:27]. The catalyst class is: 151. (3) Reactant: [CH3:1][C:2]1([CH3:25])[CH2:7][C:6]([CH3:9])([CH3:8])[CH2:5][C:4](=[C:10]([C:18]2[CH:23]=[CH:22][C:21]([OH:24])=[CH:20][CH:19]=2)[C:11]2[CH:16]=[CH:15][C:14]([OH:17])=[CH:13][CH:12]=2)[CH2:3]1.C([O-])([O-])=O.[K+].[K+].Br[C:33]([CH3:40])([CH3:39])[C:34]([O:36][CH2:37][CH3:38])=[O:35]. Product: [OH:24][C:21]1[CH:20]=[CH:19][C:18]([C:10](=[C:4]2[CH2:3][C:2]([CH3:25])([CH3:1])[CH2:7][C:6]([CH3:8])([CH3:9])[CH2:5]2)[C:11]2[CH:12]=[CH:13][C:14]([O:17][C:33]([CH3:40])([CH3:39])[C:34]([O:36][CH2:37][CH3:38])=[O:35])=[CH:15][CH:16]=2)=[CH:23][CH:22]=1. The catalyst class is: 21. (4) Reactant: Cl[C:2]([O:4][CH2:5][C:6]1[CH:11]=[CH:10][CH:9]=[CH:8][CH:7]=1)=[O:3].[NH:12]1[CH2:17][CH2:16][CH2:15][CH:14]([C:18]([O:20][CH2:21][CH3:22])=[O:19])[CH2:13]1.C(N(CC)CC)C. Product: [N:12]1([C:2]([O:4][CH2:5][C:6]2[CH:11]=[CH:10][CH:9]=[CH:8][CH:7]=2)=[O:3])[CH2:17][CH2:16][CH2:15][CH:14]([C:18]([O:20][CH2:21][CH3:22])=[O:19])[CH2:13]1. The catalyst class is: 2.